Dataset: Forward reaction prediction with 1.9M reactions from USPTO patents (1976-2016). Task: Predict the product of the given reaction. (1) Given the reactants Cl[C:2]1[C:7]([Cl:8])=[CH:6][C:5]([C:9]([F:12])([F:11])[F:10])=[CH:4][N:3]=1.[CH3:13][N:14]1[C:22]2[C:17](=[CH:18][C:19]([CH2:23][NH:24][S:25]([C:28]3[CH:37]=[CH:36][C:31]([C:32]([O:34][CH3:35])=[O:33])=[CH:30][CH:29]=3)(=[O:27])=[O:26])=[CH:20][CH:21]=2)[CH:16]=[N:15]1, predict the reaction product. The product is: [Cl:8][C:7]1[C:2]([N:24]([CH2:23][C:19]2[CH:18]=[C:17]3[C:22](=[CH:21][CH:20]=2)[N:14]([CH3:13])[N:15]=[CH:16]3)[S:25]([C:28]2[CH:29]=[CH:30][C:31]([C:32]([O:34][CH3:35])=[O:33])=[CH:36][CH:37]=2)(=[O:27])=[O:26])=[N:3][CH:4]=[C:5]([C:9]([F:12])([F:11])[F:10])[CH:6]=1. (2) Given the reactants [CH2:1]([C:3]1[O:4][C:5]2[C:15]([N:16]=1)=[CH:14][C:8]1[CH2:9][CH2:10][NH:11][CH2:12][CH2:13][C:7]=1[C:6]=2[CH3:17])[CH3:2].[Cl:18][CH2:19][CH2:20][CH2:21][CH2:22][S:23][C:24]1[N:25]([CH3:40])[C:26]([C:29]2[CH:38]=[CH:37][CH:36]=[C:35]3[C:30]=2[CH:31]=[CH:32][C:33]([CH3:39])=[N:34]3)=[N:27][N:28]=1, predict the reaction product. The product is: [ClH:18].[CH2:1]([C:3]1[O:4][C:5]2[C:15]([N:16]=1)=[CH:14][C:8]1[CH2:9][CH2:10][N:11]([CH2:19][CH2:20][CH2:21][CH2:22][S:23][C:24]3[N:25]([CH3:40])[C:26]([C:29]4[CH:38]=[CH:37][CH:36]=[C:35]5[C:30]=4[CH:31]=[CH:32][C:33]([CH3:39])=[N:34]5)=[N:27][N:28]=3)[CH2:12][CH2:13][C:7]=1[C:6]=2[CH3:17])[CH3:2]. (3) Given the reactants Cl.Cl.[CH2:3]([C@@H:10]1[NH:15][CH2:14][CH2:13][N:12]([C:16]2[CH:21]=[CH:20][C:19]([O:22][CH3:23])=[C:18]([O:24][CH:25]3[CH2:30][CH2:29][N:28]([CH3:31])[CH2:27][CH2:26]3)[CH:17]=2)[CH2:11]1)[C:4]1[CH:9]=[CH:8][CH:7]=[CH:6][CH:5]=1.[C:32](OC(=O)C)(=[O:34])[CH3:33], predict the reaction product. The product is: [CH2:3]([C@H:10]1[CH2:11][N:12]([C:16]2[CH:21]=[CH:20][C:19]([O:22][CH3:23])=[C:18]([O:24][CH:25]3[CH2:30][CH2:29][N:28]([CH3:31])[CH2:27][CH2:26]3)[CH:17]=2)[CH2:13][CH2:14][N:15]1[C:32](=[O:34])[CH3:33])[C:4]1[CH:5]=[CH:6][CH:7]=[CH:8][CH:9]=1. (4) Given the reactants C(O[K])(C)(C)C.F[C:8]1[N:16]=[CH:15][CH:14]=[CH:13][C:9]=1[C:10]([OH:12])=[O:11].[CH3:17][O:18][CH2:19][CH2:20][O:21][CH2:22][CH2:23][O:24][CH2:25][CH2:26][O:27][CH2:28][CH2:29][OH:30].Cl, predict the reaction product. The product is: [CH3:17][O:18][CH2:19][CH2:20][O:21][CH2:22][CH2:23][O:24][CH2:25][CH2:26][O:27][CH2:28][CH2:29][O:30][C:8]1[N:16]=[CH:15][CH:14]=[CH:13][C:9]=1[C:10]([OH:12])=[O:11]. (5) Given the reactants [C:1]([O:5][C:6]([NH:8][CH:9]([CH2:13][OH:14])[C:10]([OH:12])=O)=[O:7])([CH3:4])([CH3:3])[CH3:2].[Cl:15][C:16]1[CH:25]=[C:24]([NH:26][CH:27]([CH3:29])[CH3:28])[C:19]([C:20]([NH:22][NH2:23])=[O:21])=[CH:18][N:17]=1.CCN(C(C)C)C(C)C.CN(C(ON1N=NC2C=CC=NC1=2)=[N+](C)C)C.F[P-](F)(F)(F)(F)F, predict the reaction product. The product is: [Cl:15][C:16]1[CH:25]=[C:24]([NH:26][CH:27]([CH3:29])[CH3:28])[C:19]([C:20]([NH:22][NH:23][C:10](=[O:12])[CH:9]([NH:8][C:6](=[O:7])[O:5][C:1]([CH3:2])([CH3:3])[CH3:4])[CH2:13][OH:14])=[O:21])=[CH:18][N:17]=1. (6) Given the reactants CS(O[CH2:6][CH2:7][CH:8]([C:19]1[C:27]2[C:22](=[C:23]([CH2:28][CH3:29])[CH:24]=[CH:25][CH:26]=2)[NH:21][CH:20]=1)[C:9]1[CH:14]=[CH:13][C:12]([C:15]([F:18])([F:17])[F:16])=[CH:11][CH:10]=1)(=O)=O.[C-:30]#[N:31].[K+].C(OCC)(=O)C.O, predict the reaction product. The product is: [CH2:28]([C:23]1[CH:24]=[CH:25][CH:26]=[C:27]2[C:22]=1[NH:21][CH:20]=[C:19]2[CH:8]([C:9]1[CH:14]=[CH:13][C:12]([C:15]([F:18])([F:17])[F:16])=[CH:11][CH:10]=1)[CH2:7][CH2:6][C:30]#[N:31])[CH3:29].